The task is: Regression. Given a peptide amino acid sequence and an MHC pseudo amino acid sequence, predict their binding affinity value. This is MHC class I binding data.. This data is from Peptide-MHC class I binding affinity with 185,985 pairs from IEDB/IMGT. The peptide sequence is EFFGWAEGY. The MHC is HLA-B15:01 with pseudo-sequence HLA-B15:01. The binding affinity (normalized) is 0.427.